Task: Regression. Given a peptide amino acid sequence and an MHC pseudo amino acid sequence, predict their binding affinity value. This is MHC class I binding data.. Dataset: Peptide-MHC class I binding affinity with 185,985 pairs from IEDB/IMGT (1) The peptide sequence is RDPDEFKTL. The MHC is HLA-B40:02 with pseudo-sequence HLA-B40:02. The binding affinity (normalized) is 0.245. (2) The peptide sequence is KAGQNIRLSH. The MHC is HLA-A33:01 with pseudo-sequence HLA-A33:01. The binding affinity (normalized) is 0. (3) The peptide sequence is IRKVEWPDL. The MHC is HLA-B08:02 with pseudo-sequence HLA-B08:02. The binding affinity (normalized) is 0.0847. (4) The peptide sequence is FRFGDPMPF. The MHC is HLA-B57:01 with pseudo-sequence HLA-B57:01. The binding affinity (normalized) is 0.0847. (5) The peptide sequence is LAALFMYYAK. The MHC is Patr-A0101 with pseudo-sequence Patr-A0101. The binding affinity (normalized) is 0.0941. (6) The peptide sequence is VPVWKEATTT. The MHC is HLA-B35:01 with pseudo-sequence HLA-B35:01. The binding affinity (normalized) is 0. (7) The peptide sequence is GIVSSMHYK. The MHC is HLA-A23:01 with pseudo-sequence HLA-A23:01. The binding affinity (normalized) is 0.0847. (8) The peptide sequence is TSEHGGRAY. The MHC is HLA-A02:01 with pseudo-sequence HLA-A02:01. The binding affinity (normalized) is 0.0847.